From a dataset of Forward reaction prediction with 1.9M reactions from USPTO patents (1976-2016). Predict the product of the given reaction. (1) The product is: [F:1][C:2]([F:15])([F:14])[O:3][C:4]1[CH:5]=[C:6]2[C:10](=[CH:11][CH:12]=1)[C:9](=[O:13])[NH:16][CH2:8][CH2:7]2. Given the reactants [F:1][C:2]([F:15])([F:14])[O:3][C:4]1[CH:5]=[C:6]2[C:10](=[CH:11][CH:12]=1)[C:9](=[O:13])[CH2:8][CH2:7]2.[N-:16]=[N+]=[N-].[Na+], predict the reaction product. (2) Given the reactants [CH3:1][N:2]([CH3:6])[CH2:3][CH2:4][NH2:5].[Br:7][C:8]1[CH:13]=[CH:12][C:11]([S:14](Cl)(=[O:16])=[O:15])=[CH:10][CH:9]=1, predict the reaction product. The product is: [Br:7][C:8]1[CH:13]=[CH:12][C:11]([S:14]([NH:5][CH2:4][CH2:3][N:2]([CH3:6])[CH3:1])(=[O:16])=[O:15])=[CH:10][CH:9]=1. (3) Given the reactants [CH3:1][O:2][C:3]1[CH:8]=[CH:7][C:6]([NH2:9])=[CH:5][CH:4]=1.B(Cl)(Cl)Cl.ClCCl.[F:17][C:18]1[CH:19]=[C:20]([CH:23]=[CH:24][CH:25]=1)[C:21]#N.[Al+3].[Cl-].[Cl-].[Cl-].[OH2:30], predict the reaction product. The product is: [NH2:9][C:6]1[CH:7]=[CH:8][C:3]([O:2][CH3:1])=[CH:4][C:5]=1[C:21]([C:20]1[CH:23]=[CH:24][CH:25]=[C:18]([F:17])[CH:19]=1)=[O:30]. (4) Given the reactants Cl[C:2]1[CH:7]=[C:6]([Cl:8])[N:5]=[C:4]([NH:9][C@H:10]([C:12]2[CH:17]=[CH:16][C:15]([F:18])=[CH:14][CH:13]=2)[CH3:11])[N:3]=1.C([Sn](CCCC)(CCCC)[C:24]1[S:28][CH:27]=[N:26][CH:25]=1)CCC, predict the reaction product. The product is: [Cl:8][C:6]1[CH:7]=[C:2]([C:24]2[S:28][CH:27]=[N:26][CH:25]=2)[N:3]=[C:4]([NH:9][C@H:10]([C:12]2[CH:17]=[CH:16][C:15]([F:18])=[CH:14][CH:13]=2)[CH3:11])[N:5]=1. (5) Given the reactants [CH3:1][Li].[Cl:3][C:4]1[CH:9]=[CH:8][C:7]([CH2:10][CH2:11][C:12]([OH:14])=O)=[CH:6][CH:5]=1, predict the reaction product. The product is: [Cl:3][C:4]1[CH:5]=[CH:6][C:7]([CH2:10][CH2:11][C:12](=[O:14])[CH3:1])=[CH:8][CH:9]=1.